Dataset: Full USPTO retrosynthesis dataset with 1.9M reactions from patents (1976-2016). Task: Predict the reactants needed to synthesize the given product. (1) Given the product [CH3:60][C:33]12[CH2:39][C:37]3([C:40]4[CH:45]=[C:44]([C:46]#[CH:47])[CH:43]=[C:42]([C:52]#[CH:53])[CH:41]=4)[CH2:36][C:35]([CH3:59])([CH2:58][C:31]([C:4]45[CH2:10][C:8]6([CH3:11])[CH2:7][C:6]([C:13]7[CH:18]=[C:17]([C:19]#[CH:20])[CH:16]=[C:15]([C:25]#[CH:26])[CH:14]=7)([CH2:12][C:2]([CH3:1])([CH2:9]6)[CH2:3]4)[CH2:5]5)([CH2:38]3)[CH2:32]1)[CH2:34]2, predict the reactants needed to synthesize it. The reactants are: [CH3:1][C:2]12[CH2:12][C:6]3([C:13]4[CH:18]=[C:17]([C:19]#[C:20][Si](C)(C)C)[CH:16]=[C:15]([C:25]#[C:26][Si](C)(C)C)[CH:14]=4)[CH2:7][C:8]([CH3:11])([CH2:10][C:4]([C:31]45[CH2:58][C:35]6([CH3:59])[CH2:36][C:37]([C:40]7[CH:45]=[C:44]([C:46]#[C:47][Si](C)(C)C)[CH:43]=[C:42]([C:52]#[C:53][Si](C)(C)C)[CH:41]=7)([CH2:39][C:33]([CH3:60])([CH2:34]6)[CH2:32]4)[CH2:38]5)([CH2:5]3)[CH2:3]1)[CH2:9]2.C(=O)([O-])[O-].[K+].[K+].O1CCCC1.Cl. (2) Given the product [C:1]([O:9][C@@H:10]1[C@@H:17]([O:18][C:19](=[O:26])[C:20]2[CH:25]=[CH:24][CH:23]=[CH:22][CH:21]=2)[C@H:16]([F:48])[C@@H:15]([CH2:28][O:29][C:30](=[O:37])[C:31]2[CH:36]=[CH:35][CH:34]=[CH:33][CH:32]=2)[O:14][CH:11]1[O:12][CH3:13])(=[O:8])[C:2]1[CH:7]=[CH:6][CH:5]=[CH:4][CH:3]=1, predict the reactants needed to synthesize it. The reactants are: [C:1]([O:9][C@@H:10]1[C@@H:17]([O:18][C:19](=[O:26])[C:20]2[CH:25]=[CH:24][CH:23]=[CH:22][CH:21]=2)[C@@H:16](O)[C@@H:15]([CH2:28][O:29][C:30](=[O:37])[C:31]2[CH:36]=[CH:35][CH:34]=[CH:33][CH:32]=2)[O:14][CH:11]1[O:12][CH3:13])(=[O:8])[C:2]1[CH:7]=[CH:6][CH:5]=[CH:4][CH:3]=1.COCCN(S(F)(F)[F:48])CCOC. (3) Given the product [C:1]([C:3]1[CH:8]=[CH:7][C:6]([C@@H:9]2[C:14]([C:15]([NH2:35])=[O:16])=[C:13]([CH3:18])[N:12]([C:19]3[CH:24]=[CH:23][CH:22]=[C:21]([C:25]([F:27])([F:28])[F:26])[CH:20]=3)[C:11](=[O:29])[NH:10]2)=[C:5]([S:30][CH3:31])[CH:4]=1)#[N:2], predict the reactants needed to synthesize it. The reactants are: [C:1]([C:3]1[CH:8]=[CH:7][C:6]([C@@H:9]2[C:14]([C:15](O)=[O:16])=[C:13]([CH3:18])[N:12]([C:19]3[CH:24]=[CH:23][CH:22]=[C:21]([C:25]([F:28])([F:27])[F:26])[CH:20]=3)[C:11](=[O:29])[NH:10]2)=[C:5]([S:30][CH3:31])[CH:4]=1)#[N:2].C1C[N:35]([P+](ON2N=NC3C=CC=CC2=3)(N2CCCC2)N2CCCC2)CC1.F[P-](F)(F)(F)(F)F.C(N(CC)CC)C.[Cl-].[NH4+].Cl. (4) Given the product [F:30][C:27]1[CH:28]=[CH:29][C:24]2[N:25]([C:21]([C:19]3[N:18]=[C:17]([C:31]([OH:33])=[O:32])[CH:16]=[C:15]([NH:14][C@@H:10]4[CH2:11][CH2:12][CH2:13][NH:8][CH2:9]4)[N:20]=3)=[CH:22][N:23]=2)[CH:26]=1, predict the reactants needed to synthesize it. The reactants are: C(OC([N:8]1[CH2:13][CH2:12][CH2:11][C@@H:10]([NH:14][C:15]2[N:20]=[C:19]([C:21]3[N:25]4[CH:26]=[C:27]([F:30])[CH:28]=[CH:29][C:24]4=[N:23][CH:22]=3)[N:18]=[C:17]([C:31]([OH:33])=[O:32])[CH:16]=2)[CH2:9]1)=O)(C)(C)C.FC(F)(F)C(O)=O. (5) The reactants are: [C:1]([C:3]1[S:7][C:6]([S:8][CH3:9])=[N:5][C:4]=1[N:10]=[CH:11][N:12](C)C)#[N:2].N[C:16]1[CH:21]=[C:20]([O:22][CH2:23][C:24]2[CH:29]=[CH:28][C:27]([Br:30])=[CH:26][CH:25]=2)[CH:19]=[CH:18][C:17]=1[S:31][C:32]1[CH:37]=[CH:36][C:35]([OH:38])=[CH:34][CH:33]=1.NC1C=C(OCC2C=CC=C(Br)C=2)C=CC=1SC1C=CC(O)=CC=1. Given the product [Br:30][C:27]1[CH:28]=[CH:29][C:24]([CH2:23][O:22][C:20]2[CH:19]=[CH:18][C:17]([S:31][C:32]3[CH:37]=[CH:36][C:35]([OH:38])=[CH:34][CH:33]=3)=[C:16]([NH:2][C:1]3[C:3]4[S:7][C:6]([S:8][CH3:9])=[N:5][C:4]=4[N:10]=[CH:11][N:12]=3)[CH:21]=2)=[CH:25][CH:26]=1, predict the reactants needed to synthesize it. (6) Given the product [Br:6][C:7]1[CH:8]=[C:9]([CH2:25][CH2:26][C:27]([OH:29])=[O:28])[CH:10]=[C:11]([Br:24])[C:12]=1[O:13][C:14]1[CH:19]=[C:18]([CH:20]([CH3:22])[CH3:21])[C:17](=[O:3])[NH:16][N:15]=1, predict the reactants needed to synthesize it. The reactants are: C([O-])(=[O:3])C.[Na+].[Br:6][C:7]1[CH:8]=[C:9]([CH2:25][CH2:26][C:27]([OH:29])=[O:28])[CH:10]=[C:11]([Br:24])[C:12]=1[O:13][C:14]1[N:15]=[N:16][C:17](Cl)=[C:18]([CH:20]([CH3:22])[CH3:21])[CH:19]=1.